Dataset: Forward reaction prediction with 1.9M reactions from USPTO patents (1976-2016). Task: Predict the product of the given reaction. Given the reactants [Br:1][C:2]1[CH:7]=[C:6]([CH3:8])[C:5]([CH:9]2[C:13](=[O:14])[CH2:12][CH2:11][C:10]2=[O:15])=[C:4]([CH3:16])[CH:3]=1.[C:17](=O)([O-])[O-].[K+].[K+].IC, predict the reaction product. The product is: [Br:1][C:2]1[CH:3]=[C:4]([CH3:16])[C:5]([C:9]2[C:13](=[O:14])[CH2:12][CH2:11][C:10]=2[O:15][CH3:17])=[C:6]([CH3:8])[CH:7]=1.